Predict the reactants needed to synthesize the given product. From a dataset of Full USPTO retrosynthesis dataset with 1.9M reactions from patents (1976-2016). (1) Given the product [C:1]([O:5][C:6](=[O:14])[NH:7][C@H:8]([CH2:12][NH:13][C:24]([C:17]1[C:16]([NH2:15])=[N:21][C:20]([NH2:22])=[C:19]([Cl:23])[N:18]=1)=[O:25])[CH2:9][CH2:10][CH3:11])([CH3:2])([CH3:3])[CH3:4], predict the reactants needed to synthesize it. The reactants are: [C:1]([O:5][C:6](=[O:14])[NH:7][C@H:8]([CH2:12][NH2:13])[CH2:9][CH2:10][CH3:11])([CH3:4])([CH3:3])[CH3:2].[NH2:15][C:16]1[C:17]([C:24](O)=[O:25])=[N:18][C:19]([Cl:23])=[C:20]([NH2:22])[N:21]=1.CN1CCOCC1.CN(C(ON1N=NC2C=CC=NC1=2)=[N+](C)C)C.F[P-](F)(F)(F)(F)F. (2) Given the product [CH3:16][O:17][C:18]([C:20]1[C:21]2([C:22]([O:24][CH3:25])=[O:23])[N:45]([CH2:46][CH2:47][C:48]3[C:56]4[C:51](=[CH:52][CH:53]=[CH:54][CH:55]=4)[NH:50][C:49]=32)[CH:7]=[C:6]([C:5](=[O:15])[C:4]2[CH:3]=[C:2]([Br:1])[CH:11]=[C:10]([Br:12])[C:9]=2[OH:8])[CH:13]=1)=[O:19], predict the reactants needed to synthesize it. The reactants are: [Br:1][C:2]1[CH:3]=[C:4]2[C:9](=[C:10]([Br:12])[CH:11]=1)[O:8][CH:7]=[C:6]([CH:13]=O)[C:5]2=[O:15].[CH3:16][O:17][C:18]([C:20]#[C:21][C:22]([O:24][CH3:25])=[O:23])=[O:19].C1(P(C2C=CC=CC=2)C2C=CC=CC=2)C=CC=CC=1.[NH2:45][CH2:46][CH2:47][C:48]1[C:56]2[C:51](=[CH:52][CH:53]=[CH:54][CH:55]=2)[NH:50][CH:49]=1. (3) Given the product [Br:1][C:2]1[CH:3]=[N:7][C:8]2[N:9]([N:10]=[CH:11][C:12]=2[C:13]([O:15][CH2:16][CH3:17])=[O:14])[CH:5]=1, predict the reactants needed to synthesize it. The reactants are: [Br:1][CH:2]([CH:5]=O)[CH:3]=O.[NH2:7][C:8]1[C:12]([C:13]([O:15][CH2:16][CH3:17])=[O:14])=[CH:11][NH:10][N:9]=1.CC(O)=O.[OH-].[Na+]. (4) Given the product [Cl:1][C:2]1[CH:3]=[CH:4][C:5]([N:8]([C@H:12]2[C:21]3[C:16](=[CH:17][CH:18]=[CH:19][CH:20]=3)[N:15]([C:22](=[O:30])[C:23]3[CH:24]=[CH:25][C:26]([O:29][CH2:39][CH:40]4[CH2:42][O:41]4)=[CH:27][CH:28]=3)[C@@H:14]([CH3:31])[CH2:13]2)[C:9](=[O:11])[CH3:10])=[CH:6][CH:7]=1, predict the reactants needed to synthesize it. The reactants are: [Cl:1][C:2]1[CH:7]=[CH:6][C:5]([N:8]([C@H:12]2[C:21]3[C:16](=[CH:17][CH:18]=[CH:19][CH:20]=3)[N:15]([C:22](=[O:30])[C:23]3[CH:28]=[CH:27][C:26]([OH:29])=[CH:25][CH:24]=3)[C@@H:14]([CH3:31])[CH2:13]2)[C:9](=[O:11])[CH3:10])=[CH:4][CH:3]=1.C([O-])([O-])=O.[K+].[K+].Cl[CH2:39][CH:40]1[CH2:42][O:41]1.